This data is from Reaction yield outcomes from USPTO patents with 853,638 reactions. The task is: Predict the reaction yield, written as a fraction of the theoretical maximum amount of product (1.0 means a 100% yield; for example, 0.34 means a 34% yield). (1) The reactants are [OH-].[Na+].[O:3]=[C:4]1[CH2:9][N:8](C(=O)C(F)(F)F)[CH2:7][CH2:6][N:5]1[C:16]1[CH:21]=[CH:20][C:19]([S:22]([NH:25][C:26]2[S:27][CH:28]=[CH:29][N:30]=2)(=[O:24])=[O:23])=[CH:18][CH:17]=1.Cl. The catalyst is O. The product is [O:3]=[C:4]1[CH2:9][NH:8][CH2:7][CH2:6][N:5]1[C:16]1[CH:17]=[CH:18][C:19]([S:22]([NH:25][C:26]2[S:27][CH:28]=[CH:29][N:30]=2)(=[O:24])=[O:23])=[CH:20][CH:21]=1. The yield is 0.640. (2) The reactants are Cl[CH2:2][C:3]1[C:4]([S:10][CH:11]([CH3:13])[CH3:12])=[N:5][CH:6]=[C:7]([CH3:9])[CH:8]=1.[CH2:14]([O:16][C:17](=[O:28])[CH:18]([CH3:27])[CH2:19][C:20]1[CH:25]=[CH:24][C:23]([OH:26])=[CH:22][CH:21]=1)[CH3:15]. No catalyst specified. The product is [CH2:14]([O:16][C:17](=[O:28])[CH:18]([CH3:27])[CH2:19][C:20]1[CH:21]=[CH:22][C:23]([O:26][CH2:2][C:3]2[C:4]([S:10][CH:11]([CH3:13])[CH3:12])=[N:5][CH:6]=[C:7]([CH3:9])[CH:8]=2)=[CH:24][CH:25]=1)[CH3:15]. The yield is 0.330. (3) The reactants are [C:1]([O-:10])(=O)[C:2]1[C:3](=[CH:5][CH:6]=[CH:7][CH:8]=1)[NH2:4].[NH4+:11].C([O-])([O-])OC.[CH3:17]O. The yield is 0.810. The product is [N:4]1[C:3]2[C:2](=[CH:8][CH:7]=[CH:6][CH:5]=2)[C:1](=[O:10])[NH:11][CH:17]=1. No catalyst specified. (4) The reactants are [O:1]=[C:2]1[CH:8](C(OCC)=O)[CH:7]([C:14]2[CH:19]=[CH:18][CH:17]=[CH:16][CH:15]=2)[CH2:6][C:5]2[CH:20]=[CH:21][CH:22]=[CH:23][C:4]=2[NH:3]1.NC1C=CC(S)=CC=1.[Li+].[Br-]. The catalyst is CN(C=O)C.Cl. The product is [C:14]1([CH:7]2[CH2:6][C:5]3[CH:20]=[CH:21][CH:22]=[CH:23][C:4]=3[NH:3][C:2](=[O:1])[CH2:8]2)[CH:15]=[CH:16][CH:17]=[CH:18][CH:19]=1. The yield is 0.750. (5) The reactants are O[CH2:2][CH2:3][C:4]1[N:5]=[N+:6]([O-:14])[C:7]2[CH:13]=[CH:12][CH:11]=[CH:10][C:8]=2[N:9]=1.C[CH2:16][N:17](CC)[CH2:18]C.Cl.CNC. The catalyst is C(Cl)Cl. The product is [O-:14][N+:6]1[C:7]2[CH:13]=[CH:12][CH:11]=[CH:10][C:8]=2[N:9]=[C:4]([CH2:3][CH2:2][N:17]([CH3:18])[CH3:16])[N:5]=1. The yield is 0.930. (6) The reactants are Br[C:2]1[CH:3]=[CH:4][C:5]2[CH2:11][CH2:10][CH2:9][C:8]([C:12]([O:14][CH3:15])=[O:13])=[C:7]([CH3:16])[C:6]=2[CH:17]=1.FC(F)(F)C([NH2:22])=O.CNCCNC.C(=O)([O-])[O-].[K+].[K+]. The catalyst is O1CCOCC1.[Cu]I.CO.O. The product is [NH2:22][C:2]1[CH:3]=[CH:4][C:5]2[CH2:11][CH2:10][CH2:9][C:8]([C:12]([O:14][CH3:15])=[O:13])=[C:7]([CH3:16])[C:6]=2[CH:17]=1. The yield is 0.660. (7) The reactants are [F:8][C:7]([F:10])([F:9])[C:6](O[C:6](=[O:11])[C:7]([F:10])([F:9])[F:8])=[O:11].C(N(CC)CC)C.[NH:21]1[CH2:26][CH2:25][C@@H:24]([NH:27][C:28](=[O:34])[O:29][C:30]([CH3:33])([CH3:32])[CH3:31])[C@@H:23]([NH:35][C:36](=[O:45])[O:37][CH2:38][C:39]2[CH:44]=[CH:43][CH:42]=[CH:41][CH:40]=2)[CH2:22]1.C(OCC)(=O)C. The catalyst is ClCCl. The product is [F:10][C:7]([F:8])([F:9])[C:6]([N:21]1[CH2:26][CH2:25][C@@H:24]([NH:27][C:28](=[O:34])[O:29][C:30]([CH3:33])([CH3:31])[CH3:32])[C@@H:23]([NH:35][C:36](=[O:45])[O:37][CH2:38][C:39]2[CH:44]=[CH:43][CH:42]=[CH:41][CH:40]=2)[CH2:22]1)=[O:11]. The yield is 0.840.